Dataset: Reaction yield outcomes from USPTO patents with 853,638 reactions. Task: Predict the reaction yield, written as a fraction of the theoretical maximum amount of product (1.0 means a 100% yield; for example, 0.34 means a 34% yield). (1) The reactants are [Cl:1][C:2]1[CH:7]=[C:6]([N+:8]([O-])=O)[CH:5]=[C:4]([CH3:11])[CH:3]=1.O.O.Cl[Sn]Cl. The catalyst is C(O)C. The product is [Cl:1][C:2]1[CH:7]=[C:6]([NH2:8])[CH:5]=[C:4]([CH3:11])[CH:3]=1. The yield is 0.970. (2) The reactants are [CH3:1][O:2][C:3](=[O:12])[C:4]1[CH:9]=[CH:8][CH:7]=C(N)[C:5]=1[Cl:11].[CH3:13][N:14]([CH:16]=O)[CH3:15].C(=O)([O-])[O-].[K+].[K+].CI. The catalyst is O. The product is [CH3:1][O:2][C:3](=[O:12])[C:4]1[CH:9]=[CH:8][CH:7]=[C:16]([N:14]([CH3:13])[CH3:15])[C:5]=1[Cl:11]. The yield is 0.750. (3) The reactants are [Br:1][C:2]1[CH:3]=[C:4]([NH2:12])[C:5]2[N:6]([C:8](I)=[CH:9][N:10]=2)[CH:7]=1.[CH:13]1([NH:16][C:17](=[O:34])[C:18]2[CH:23]=[CH:22][C:21](B3OC(C)(C)C(C)(C)O3)=[CH:20][C:19]=2[CH3:33])[CH2:15][CH2:14]1.C(=O)([O-])[O-].[K+].[K+]. The catalyst is C1COCC1.C1C=CC(P(C2C=CC=CC=2)[C-]2C=CC=C2)=CC=1.C1C=CC(P(C2C=CC=CC=2)[C-]2C=CC=C2)=CC=1.Cl[Pd]Cl.[Fe+2]. The product is [NH2:12][C:4]1[C:5]2[N:6]([C:8]([C:21]3[CH:22]=[CH:23][C:18]([C:17]([NH:16][CH:13]4[CH2:14][CH2:15]4)=[O:34])=[C:19]([CH3:33])[CH:20]=3)=[CH:9][N:10]=2)[CH:7]=[C:2]([Br:1])[CH:3]=1. The yield is 0.560. (4) The reactants are COC1C=C(OC)C=CC=1C[N:6]([C:12]1[CH:17]=[C:16]([I:18])[C:15]([CH3:19])=[CH:14][N:13]=1)[C:7]([CH:9]1[CH2:11][CH2:10]1)=[O:8].C(O)(C(F)(F)F)=O. The catalyst is C(Cl)Cl. The product is [I:18][C:16]1[C:15]([CH3:19])=[CH:14][N:13]=[C:12]([NH:6][C:7]([CH:9]2[CH2:11][CH2:10]2)=[O:8])[CH:17]=1. The yield is 0.700. (5) The reactants are [F:1][C:2]1[CH:11]=[C:10]2[C:5]([CH:6]=[CH:7][NH:8][C:9]2=[O:12])=[CH:4][CH:3]=1.CS(O)(=O)=O.[CH3:18][OH:19]. No catalyst specified. The product is [F:1][C:2]1[CH:11]=[C:10]2[C:5]([C:6]([O:19][CH3:18])=[CH:7][NH:8][C:9]2=[O:12])=[CH:4][CH:3]=1. The yield is 0.840. (6) The reactants are [NH2:1][C:2]1[N:3]([CH3:22])[C:4](=[O:21])[C:5]([C:14]2[CH:15]=[C:16]([C:19]#[N:20])[NH:17][CH:18]=2)([C:7]2[CH:12]=[CH:11][CH:10]=[C:9]([Br:13])[CH:8]=2)[N:6]=1.[C:23](=O)([O-])[O-].[Cs+].[Cs+].CI. The catalyst is CN(C)C=O.C(Cl)(Cl)Cl. The product is [NH2:1][C:2]1[N:3]([CH3:22])[C:4](=[O:21])[C:5]([C:14]2[CH:15]=[C:16]([C:19]#[N:20])[N:17]([CH3:23])[CH:18]=2)([C:7]2[CH:12]=[CH:11][CH:10]=[C:9]([Br:13])[CH:8]=2)[N:6]=1. The yield is 1.00.